From a dataset of Catalyst prediction with 721,799 reactions and 888 catalyst types from USPTO. Predict which catalyst facilitates the given reaction. Reactant: N(CC(O)=O)CC(O)=O.CC(OC(OC(OC(C)(C)C)=O)=O)(C)C.[C:25]([N:32]([CH2:37][C:38]([OH:40])=[O:39])[CH2:33][C:34]([OH:36])=O)([O:27][C:28]([CH3:31])([CH3:30])[CH3:29])=[O:26].C(N(CC)CC)C.ClC(Cl)(OC(=O)OC(Cl)(Cl)Cl)Cl. Product: [C:25]([N:32]1[CH2:33][C:34](=[O:36])[O:40][C:38](=[O:39])[CH2:37]1)([O:27][C:28]([CH3:29])([CH3:30])[CH3:31])=[O:26]. The catalyst class is: 249.